Dataset: Buchwald-Hartwig C-N cross coupling reaction yields with 55,370 reactions. Task: Predict the reaction yield, written as a fraction of the theoretical maximum amount of product (1.0 means a 100% yield; for example, 0.34 means a 34% yield). (1) The reactants are Ic1ccccn1.Cc1ccc(N)cc1.O=S(=O)(O[Pd]1c2ccccc2-c2ccccc2N~1)C(F)(F)F.CC(C)c1cc(C(C)C)c(-c2ccccc2P(C(C)(C)C)C(C)(C)C)c(C(C)C)c1.CN(C)C(=NC(C)(C)C)N(C)C.CCOC(=O)c1cnoc1. No catalyst specified. The product is Cc1ccc(Nc2ccccn2)cc1. The yield is 0.0814. (2) The reactants are COc1ccc(I)cc1.Cc1ccc(N)cc1.O=S(=O)(O[Pd]1c2ccccc2-c2ccccc2N~1)C(F)(F)F.CC(C)c1cc(C(C)C)c(-c2ccccc2P(C2CCCCC2)C2CCCCC2)c(C(C)C)c1.CN(C)C(=NC(C)(C)C)N(C)C.c1ccc(CN(Cc2ccccc2)c2ccon2)cc1. The product is COc1ccc(Nc2ccc(C)cc2)cc1. The yield is 0.495. No catalyst specified.